Dataset: Catalyst prediction with 721,799 reactions and 888 catalyst types from USPTO. Task: Predict which catalyst facilitates the given reaction. The catalyst class is: 31. Product: [Br:1][C:2]1[CH:7]=[CH:6][C:5]([NH:8][C:9]2[C:10]([C:18]([NH:40][NH2:41])=[O:19])=[CH:11][N:12]([CH3:17])[C:13](=[O:16])[C:14]=2[F:15])=[C:4]([F:21])[CH:3]=1. Reactant: [Br:1][C:2]1[CH:7]=[CH:6][C:5]([NH:8][C:9]2[C:10]([C:18](O)=[O:19])=[CH:11][N:12]([CH3:17])[C:13](=[O:16])[C:14]=2[F:15])=[C:4]([F:21])[CH:3]=1.CCN=C=NCCCN(C)C.Cl.C1C=CC2N(O)[N:41]=[N:40]C=2C=1.NN.CCN(CC)CC.